From a dataset of Full USPTO retrosynthesis dataset with 1.9M reactions from patents (1976-2016). Predict the reactants needed to synthesize the given product. (1) The reactants are: [Br:1][CH:2]([CH3:13])[C:3]([C:5]1[CH:10]=[CH:9][C:8]([Br:11])=[C:7]([CH3:12])[CH:6]=1)=O.[NH:14]1[CH2:18][CH2:17][NH:16][C:15]1=[S:19]. Given the product [BrH:1].[Br:11][C:8]1[CH:9]=[CH:10][C:5]([C:3]2[N:16]3[CH2:17][CH2:18][N:14]=[C:15]3[S:19][C:2]=2[CH3:13])=[CH:6][C:7]=1[CH3:12], predict the reactants needed to synthesize it. (2) The reactants are: [CH2:1]([N:3]1[C:15]2[CH:14]=[CH:13][C:12]([C:16]3[NH:20][C:19]4[CH:21]=[CH:22][C:23]([C:25]([O:27]C)=[O:26])=[CH:24][C:18]=4[N:17]=3)=[CH:11][C:10]=2[C:9]2[C:4]1=[CH:5][CH:6]=[CH:7][CH:8]=2)[CH3:2].Br[CH2:30][CH2:31][S:32]([CH3:35])(=[O:34])=[O:33]. Given the product [CH2:1]([N:3]1[C:15]2[CH:14]=[CH:13][C:12]([C:16]3[N:20]([CH2:30][CH2:31][S:32]([CH3:35])(=[O:34])=[O:33])[C:19]4[CH:21]=[CH:22][C:23]([C:25]([OH:27])=[O:26])=[CH:24][C:18]=4[N:17]=3)=[CH:11][C:10]=2[C:9]2[C:4]1=[CH:5][CH:6]=[CH:7][CH:8]=2)[CH3:2], predict the reactants needed to synthesize it. (3) Given the product [OH:5][CH:6]1[CH2:24][CH:23]2[N:8]([C:9](=[O:45])[NH:10][CH2:11][CH2:12][CH2:13][CH2:14][CH2:15][CH:16]=[CH:17][CH:18]3[C:20]([C:26]([NH:28][S:29]([C:32]4([CH3:35])[CH2:34][CH2:33]4)(=[O:31])=[O:30])=[O:27])([NH:21][C:22]2=[O:25])[CH2:19]3)[CH2:7]1, predict the reactants needed to synthesize it. The reactants are: C(OC[O:5][CH:6]1[CH2:24][CH:23]2[N:8]([C:9](=[O:45])[N:10](CC3C=CC(OC)=CC=3)[CH2:11][CH2:12][CH2:13][CH2:14][CH2:15][CH:16]=[CH:17][CH:18]3[C:20]([C:26]([NH:28][S:29]([C:32]4([CH3:35])[CH2:34][CH2:33]4)(=[O:31])=[O:30])=[O:27])([NH:21][C:22]2=[O:25])[CH2:19]3)[CH2:7]1)C.ClCCl.FC(F)(F)C(O)=O.O. (4) Given the product [O:10]=[C:9]1[CH:8]=[CH:7][C:6](=[O:11])[N:5]1[CH2:4][CH2:3][CH2:2][O:1][C:19](=[O:23])[C:20]([CH3:22])=[CH2:21], predict the reactants needed to synthesize it. The reactants are: [OH:1][CH2:2][CH2:3][CH2:4][N:5]1[C:9](=[O:10])[CH:8]=[CH:7][C:6]1=[O:11].C(N(CC)CC)C.[C:19](O[C:19](=[O:23])[C:20]([CH3:22])=[CH2:21])(=[O:23])[C:20]([CH3:22])=[CH2:21].